From a dataset of Reaction yield outcomes from USPTO patents with 853,638 reactions. Predict the reaction yield, written as a fraction of the theoretical maximum amount of product (1.0 means a 100% yield; for example, 0.34 means a 34% yield). (1) The reactants are [Br-].[O:2]([CH2:9][CH2:10][CH2:11][CH2:12][CH2:13][CH2:14][P+](C1C=CC=CC=1)(C1C=CC=CC=1)C1C=CC=CC=1)[C:3]1[CH:8]=[CH:7][CH:6]=[CH:5][CH:4]=1.C[Si]([N-][Si](C)(C)C)(C)C.[K+].[CH3:44][O:45][C:46]1[CH:53]=[CH:52][C:49]([CH:50]=O)=[CH:48][CH:47]=1. The catalyst is C1COCC1. The product is [CH3:44][O:45][C:46]1[CH:53]=[CH:52][C:49]([CH:50]=[CH:14][CH2:13][CH2:12][CH2:11][CH2:10][CH2:9][O:2][C:3]2[CH:4]=[CH:5][CH:6]=[CH:7][CH:8]=2)=[CH:48][CH:47]=1. The yield is 0.920. (2) The reactants are I[C:2]1[CH:3]=[C:4]2[C:9](=[CH:10][CH:11]=1)[CH2:8][CH2:7][CH2:6][CH2:5]2.[C:12]([C:14]1[CH:19]=[CH:18][CH:17]=[CH:16][CH:15]=1)#[CH:13]. The catalyst is O1CCCC1.Cl[Pd](Cl)([P](C1C=CC=CC=1)(C1C=CC=CC=1)C1C=CC=CC=1)[P](C1C=CC=CC=1)(C1C=CC=CC=1)C1C=CC=CC=1.[Cu]I. The product is [C:14]1([C:12]#[C:13][C:2]2[CH:3]=[C:4]3[C:9](=[CH:10][CH:11]=2)[CH2:8][CH2:7][CH2:6][CH2:5]3)[CH:19]=[CH:18][CH:17]=[CH:16][CH:15]=1. The yield is 0.680. (3) The reactants are [CH3:1][O:2][C:3](=[O:37])[C@@H:4]([NH:11][C:12](=[O:36])[C:13]1[CH:18]=[CH:17][C:16]([C:19]#[C:20]/[CH:21]=[CH:22]/[C:23](/[CH3:35])=[CH:24]/[CH:25]=[C:26](\[CH3:34])/[CH2:27][N:28]2[CH2:33][CH2:32][O:31][CH2:30][CH2:29]2)=[CH:15][CH:14]=1)[CH2:5][NH:6][C:7](=[O:10])[CH2:8]Br.[CH:38]1([NH2:41])[CH2:40][CH2:39]1. The catalyst is C(Cl)Cl. The product is [CH3:1][O:2][C:3](=[O:37])[C@@H:4]([NH:11][C:12](=[O:36])[C:13]1[CH:18]=[CH:17][C:16]([C:19]#[C:20]/[CH:21]=[CH:22]/[C:23]2[CH:35]=[CH:34][C:26]([CH2:27][N:28]3[CH2:33][CH2:32][O:31][CH2:30][CH2:29]3)=[CH:25][CH:24]=2)=[CH:15][CH:14]=1)[CH2:5][NH:6][C:7](=[O:10])[CH2:8][NH:41][CH:38]1[CH2:40][CH2:39]1. The yield is 0.360. (4) The reactants are [NH2:1][C:2]1[CH:3]=[CH:4][C:5]([Cl:27])=[C:6]([C:8]2[C:23](=[O:24])[N:22]([O:25][CH3:26])[C:11]3[N:12]=[C:13]([NH:16][CH2:17][CH2:18][N:19]([CH3:21])[CH3:20])[N:14]=[CH:15][C:10]=3[CH:9]=2)[CH:7]=1.[Cl:28][C:29]1[CH:34]=[C:33]([N:35]=[C:36]=[O:37])[CH:32]=[CH:31][C:30]=1[O:38][CH3:39].C1COCC1. No catalyst specified. The product is [Cl:27][C:5]1[CH:4]=[CH:3][C:2]([NH:1][C:36]([NH:35][C:33]2[CH:32]=[CH:31][C:30]([O:38][CH3:39])=[C:29]([Cl:28])[CH:34]=2)=[O:37])=[CH:7][C:6]=1[C:8]1[C:23](=[O:24])[N:22]([O:25][CH3:26])[C:11]2[N:12]=[C:13]([NH:16][CH2:17][CH2:18][N:19]([CH3:21])[CH3:20])[N:14]=[CH:15][C:10]=2[CH:9]=1. The yield is 0.560. (5) The reactants are C([Sn]([C:14]1[S:15][CH:16]=[CH:17][CH:18]=1)(CCCC)CCCC)CCC.[Cl:19][C:20]1[N:21]=[N:22][C:23](Cl)=[CH:24][CH:25]=1. The catalyst is CN(C=O)C.C1C=CC([P]([Pd]([P](C2C=CC=CC=2)(C2C=CC=CC=2)C2C=CC=CC=2)([P](C2C=CC=CC=2)(C2C=CC=CC=2)C2C=CC=CC=2)[P](C2C=CC=CC=2)(C2C=CC=CC=2)C2C=CC=CC=2)(C2C=CC=CC=2)C2C=CC=CC=2)=CC=1. The product is [S:15]1[CH:16]=[CH:17][CH:18]=[C:14]1[C:23]1[N:22]=[N:21][C:20]([Cl:19])=[CH:25][CH:24]=1. The yield is 0.473. (6) The reactants are [F:1][C:2]1[CH:7]=[CH:6][C:5]([O:8][CH3:9])=[CH:4][C:3]=1[CH3:10].N1C=CC=CC=1.[Mn]([O-])(=O)(=O)=[O:18].[K+].[OH2:23]. No catalyst specified. The product is [F:1][C:2]1[CH:7]=[CH:6][C:5]([O:8][CH3:9])=[CH:4][C:3]=1[C:10]([OH:18])=[O:23]. The yield is 0.300. (7) The catalyst is CO.CS(C)=O. The reactants are [CH2:1]([NH:3][CH2:4][C:5]1[CH:10]=[CH:9][C:8]([CH2:11][N:12]2[CH2:17][CH2:16][N:15]([C:18]3[C:23]([C:24]([O:26][CH:27]([CH3:29])[CH3:28])=[O:25])=[CH:22][CH:21]=[CH:20][N:19]=3)[CH2:14][CH2:13]2)=[CH:7][CH:6]=1)[CH3:2].[O:30]1[CH:34]=[CH:33][C:32]([CH:35]=O)=[CH:31]1.C(O)(=O)C.C([BH3-])#N.[Na+]. The yield is 0.530. The product is [CH2:1]([N:3]([CH2:4][C:5]1[CH:6]=[CH:7][C:8]([CH2:11][N:12]2[CH2:13][CH2:14][N:15]([C:18]3[C:23]([C:24]([O:26][CH:27]([CH3:28])[CH3:29])=[O:25])=[CH:22][CH:21]=[CH:20][N:19]=3)[CH2:16][CH2:17]2)=[CH:9][CH:10]=1)[CH2:35][C:32]1[CH:33]=[CH:34][O:30][CH:31]=1)[CH3:2]. (8) The reactants are [CH:1]([NH:14][C:15]1[CH:20]=[CH:19][C:18]([Cl:21])=[CH:17][C:16]=1[C:22]#[C:23][CH2:24][CH2:25][N:26]1[C:34](=[O:35])[C:33]2[C:28](=[CH:29][CH:30]=[CH:31][CH:32]=2)[C:27]1=[O:36])([C:8]1[CH:13]=[CH:12][CH:11]=[CH:10][CH:9]=1)[C:2]1[CH:7]=[CH:6][CH:5]=[CH:4][CH:3]=1. The catalyst is CN(C)C=O.[Cu](I)I. The product is [CH:1]([N:14]1[C:15]2[C:16](=[CH:17][C:18]([Cl:21])=[CH:19][CH:20]=2)[CH:22]=[C:23]1[CH2:24][CH2:25][N:26]1[C:27](=[O:36])[C:28]2[C:33](=[CH:32][CH:31]=[CH:30][CH:29]=2)[C:34]1=[O:35])([C:2]1[CH:7]=[CH:6][CH:5]=[CH:4][CH:3]=1)[C:8]1[CH:9]=[CH:10][CH:11]=[CH:12][CH:13]=1. The yield is 0.950.